This data is from Reaction yield outcomes from USPTO patents with 853,638 reactions. The task is: Predict the reaction yield, written as a fraction of the theoretical maximum amount of product (1.0 means a 100% yield; for example, 0.34 means a 34% yield). (1) The reactants are CC1(C)C(C)(C)OB([C:9]2[CH:10]=[C:11]([NH2:15])[CH:12]=[N:13][CH:14]=2)O1.Br[C:18]1[S:19][CH:20]=[CH:21][N:22]=1.C([O-])([O-])=O.[Cs+].[Cs+].O. The catalyst is O1CCOCC1.C1C=CC([P]([Pd]([P](C2C=CC=CC=2)(C2C=CC=CC=2)C2C=CC=CC=2)([P](C2C=CC=CC=2)(C2C=CC=CC=2)C2C=CC=CC=2)[P](C2C=CC=CC=2)(C2C=CC=CC=2)C2C=CC=CC=2)(C2C=CC=CC=2)C2C=CC=CC=2)=CC=1. The product is [S:19]1[CH:20]=[CH:21][N:22]=[C:18]1[C:9]1[CH:10]=[C:11]([NH2:15])[CH:12]=[N:13][CH:14]=1. The yield is 0.350. (2) The reactants are [NH2:1][C:2]1[CH:3]=[CH:4][C:5]2[CH2:11][CH2:10][CH2:9][C:8](=[O:12])[NH:7][C:6]=2[CH:13]=1.Cl[C:15]1[N:20]=[C:19]([NH:21][C:22]2[CH:27]=[CH:26][CH:25]=[CH:24][C:23]=2[S:28]([N:31]2[CH2:35][CH2:34][CH2:33][CH2:32]2)(=[O:30])=[O:29])[C:18]([Cl:36])=[CH:17][N:16]=1.C12(CS(O)(=O)=O)C(C)(C)C(CC1)CC2=O.C(=O)(O)[O-].[Na+]. The catalyst is C(O)(C)C.O. The product is [Cl:36][C:18]1[C:19]([NH:21][C:22]2[CH:27]=[CH:26][CH:25]=[CH:24][C:23]=2[S:28]([N:31]2[CH2:35][CH2:34][CH2:33][CH2:32]2)(=[O:30])=[O:29])=[N:20][C:15]([NH:1][C:2]2[CH:3]=[CH:4][C:5]3[CH2:11][CH2:10][CH2:9][C:8](=[O:12])[NH:7][C:6]=3[CH:13]=2)=[N:16][CH:17]=1. The yield is 0.600. (3) The reactants are [NH2:1][C:2]([C:4]1[CH:5]=[N:6][C:7]2[C:12]([C:13]=1[NH:14][C:15]1[CH:16]=[C:17]([CH:22]=[CH:23][CH:24]=1)[C:18]([O:20][CH3:21])=[O:19])=[CH:11][C:10]([O:25][CH3:26])=[C:9](Cl)[CH:8]=2)=[O:3].[C:28]1(B(O)O)[CH:33]=[CH:32][CH:31]=[CH:30][CH:29]=1.C(=O)([O-])[O-].[K+].[K+]. The catalyst is O1CCOCC1.O.CC(C)([P](C(C)(C)C)([Pd][P](C(C)(C)C)(C(C)(C)C)C(C)(C)C)C(C)(C)C)C. The product is [NH2:1][C:2]([C:4]1[CH:5]=[N:6][C:7]2[C:12]([C:13]=1[NH:14][C:15]1[CH:16]=[C:17]([CH:22]=[CH:23][CH:24]=1)[C:18]([O:20][CH3:21])=[O:19])=[CH:11][C:10]([O:25][CH3:26])=[C:9]([C:28]1[CH:33]=[CH:32][CH:31]=[CH:30][CH:29]=1)[CH:8]=2)=[O:3]. The yield is 0.640. (4) The reactants are [N:1]1([C:7]2[C:8]3[S:28][C:27]([CH2:29][N:30]4[CH2:35][CH2:34][N:33]([C:36]([CH3:41])([CH3:40])[C:37]([NH2:39])=[O:38])[CH2:32][CH2:31]4)=[CH:26][C:9]=3[N:10]=[C:11]([Sn](CCCC)(CCCC)CCCC)[N:12]=2)[CH2:6][CH2:5][O:4][CH2:3][CH2:2]1.Br[C:43]1[N:48]2[CH:49]=[CH:50][N:51]=[C:47]2[CH:46]=[CH:45][C:44]=1[F:52]. The catalyst is O1CCOCC1.C1C=CC([P]([Pd]([P](C2C=CC=CC=2)(C2C=CC=CC=2)C2C=CC=CC=2)([P](C2C=CC=CC=2)(C2C=CC=CC=2)C2C=CC=CC=2)[P](C2C=CC=CC=2)(C2C=CC=CC=2)C2C=CC=CC=2)(C2C=CC=CC=2)C2C=CC=CC=2)=CC=1.S1C=CC=C1C([O-])=O.[Cu+]. The product is [F:52][C:44]1[CH:45]=[CH:46][C:47]2[N:48]([CH:49]=[CH:50][N:51]=2)[C:43]=1[C:11]1[N:12]=[C:7]([N:1]2[CH2:2][CH2:3][O:4][CH2:5][CH2:6]2)[C:8]2[S:28][C:27]([CH2:29][N:30]3[CH2:31][CH2:32][N:33]([C:36]([CH3:41])([CH3:40])[C:37]([NH2:39])=[O:38])[CH2:34][CH2:35]3)=[CH:26][C:9]=2[N:10]=1. The yield is 0.370. (5) The reactants are [CH2:1]([C@H:8]1[CH2:13][CH2:12][N:11]([CH2:14][CH2:15][S:16]([C:19]2[CH:24]=[CH:23][C:22]([OH:25])=[CH:21][CH:20]=2)(=[O:18])=[O:17])[CH2:10][C@H:9]1[OH:26])[C:2]1[CH:7]=[CH:6][CH:5]=[CH:4][CH:3]=1.[Cl:27][CH2:28][C:29]1[CH:30]=[C:31]([CH:35]=[CH:36][CH:37]=1)[C:32](Cl)=[O:33]. No catalyst specified. The product is [CH2:1]([C@H:8]1[CH2:13][CH2:12][N:11]([CH2:14][CH2:15][S:16]([C:19]2[CH:24]=[CH:23][C:22]([O:25][C:32](=[O:33])[C:31]3[CH:35]=[CH:36][CH:37]=[C:29]([CH2:28][Cl:27])[CH:30]=3)=[CH:21][CH:20]=2)(=[O:18])=[O:17])[CH2:10][C@H:9]1[OH:26])[C:2]1[CH:7]=[CH:6][CH:5]=[CH:4][CH:3]=1. The yield is 0.800.